From a dataset of Reaction yield outcomes from USPTO patents with 853,638 reactions. Predict the reaction yield, written as a fraction of the theoretical maximum amount of product (1.0 means a 100% yield; for example, 0.34 means a 34% yield). (1) The reactants are Br[C:2]1[CH:3]=[CH:4][C:5]2[O:14][CH2:13][CH2:12][C:11]3[S:10][C:9]([C:15]4[N:16]([CH:20]([CH3:22])[CH3:21])[N:17]=[CH:18][N:19]=4)=[N:8][C:7]=3[C:6]=2[CH:23]=1.[F:24][C:25]([F:36])([F:35])[C:26]1[C:31](B(O)O)=[CH:30][CH:29]=[CH:28][N:27]=1. No catalyst specified. The product is [CH:20]([N:16]1[C:15]([C:9]2[S:10][C:11]3[CH2:12][CH2:13][O:14][C:5]4[CH:4]=[CH:3][C:2]([C:31]5[C:26]([C:25]([F:36])([F:35])[F:24])=[N:27][CH:28]=[CH:29][CH:30]=5)=[CH:23][C:6]=4[C:7]=3[N:8]=2)=[N:19][CH:18]=[N:17]1)([CH3:22])[CH3:21]. The yield is 0.250. (2) The reactants are [CH3:1][C:2]1[CH:7]=[C:6]([CH3:8])[CH:5]=[C:4]([CH3:9])[C:3]=1[NH:10][C:11]1[CH:16]=[CH:15][N:14]=[C:13]([NH:17][C:18]2[CH:25]=[CH:24][C:21]([C:22]#[N:23])=[CH:20][CH:19]=2)[N:12]=1.[ClH:26].CC(O)C. The catalyst is C(O)C. The product is [ClH:26].[CH3:1][C:2]1[CH:7]=[C:6]([CH3:8])[CH:5]=[C:4]([CH3:9])[C:3]=1[NH:10][C:11]1[CH:16]=[CH:15][N:14]=[C:13]([NH:17][C:18]2[CH:25]=[CH:24][C:21]([C:22]#[N:23])=[CH:20][CH:19]=2)[N:12]=1. The yield is 0.860. (3) The reactants are [OH:1][CH2:2][C@H:3]([NH:6][C:7]1[N:12]=[C:11]([NH:13][CH2:14][C:15]2[CH:20]=[CH:19][C:18]([C:21]3[CH:26]=[CH:25][CH:24]=[CH:23][N:22]=3)=[CH:17][CH:16]=2)[N:10]2[N:27]=[CH:28][C:29]([CH:30]([CH3:32])[CH3:31])=[C:9]2[N:8]=1)[CH2:4][CH3:5].N[C@@H](CC)CO. No catalyst specified. The product is [OH:1][CH2:2][C@@H:3]([NH:6][C:7]1[N:12]=[C:11]([NH:13][CH2:14][C:15]2[CH:16]=[CH:17][C:18]([C:21]3[CH:26]=[CH:25][CH:24]=[CH:23][N:22]=3)=[CH:19][CH:20]=2)[N:10]2[N:27]=[CH:28][C:29]([CH:30]([CH3:31])[CH3:32])=[C:9]2[N:8]=1)[CH2:4][CH3:5]. The yield is 0.480. (4) The reactants are [CH3:1][N:2]1[C:6]([C:7]2[S:8][C:9]([C:12]([OH:14])=O)=[CH:10][N:11]=2)=[CH:5][CH:4]=[N:3]1.C1CN([P+](Br)(N2CCCC2)N2CCCC2)CC1.F[P-](F)(F)(F)(F)F.CCN(C(C)C)C(C)C.[NH2:48][C@@H:49]([CH2:62][C:63]1[CH:68]=[CH:67][CH:66]=[C:65]([F:69])[CH:64]=1)[CH2:50][N:51]1[C:59](=[O:60])[C:58]2[C:53](=[CH:54][CH:55]=[CH:56][CH:57]=2)[C:52]1=[O:61]. The catalyst is C(Cl)(Cl)Cl. The product is [O:61]=[C:52]1[C:53]2[C:58](=[CH:57][CH:56]=[CH:55][CH:54]=2)[C:59](=[O:60])[N:51]1[CH2:50][C@@H:49]([NH:48][C:12]([C:9]1[S:8][C:7]([C:6]2[N:2]([CH3:1])[N:3]=[CH:4][CH:5]=2)=[N:11][CH:10]=1)=[O:14])[CH2:62][C:63]1[CH:68]=[CH:67][CH:66]=[C:65]([F:69])[CH:64]=1. The yield is 0.380. (5) The reactants are [OH:1][CH:2]1[CH:7]([OH:8])[CH2:6][CH2:5][CH:4]([C:9]2[CH:14]=[CH:13][C:12]([N:15]3[CH2:19][CH:18]([CH2:20][NH2:21])[O:17][C:16]3=[O:22])=[CH:11][C:10]=2[F:23])[CH2:3]1.C1(C(C2C=CC=CC=2)CCO[C:34](=[S:38])[CH:35]([F:37])[F:36])C=CC=CC=1.C(N(CC)CC)C. The catalyst is CO.ClCCl. The product is [OH:1][CH:2]1[CH:7]([OH:8])[CH2:6][CH2:5][CH:4]([C:9]2[CH:14]=[CH:13][C:12]([N:15]3[CH2:19][CH:18]([CH2:20][NH:21][C:34](=[S:38])[CH:35]([F:37])[F:36])[O:17][C:16]3=[O:22])=[CH:11][C:10]=2[F:23])[CH2:3]1. The yield is 0.830.